From a dataset of NCI-60 drug combinations with 297,098 pairs across 59 cell lines. Regression. Given two drug SMILES strings and cell line genomic features, predict the synergy score measuring deviation from expected non-interaction effect. (1) Drug 1: CN(C)N=NC1=C(NC=N1)C(=O)N. Drug 2: B(C(CC(C)C)NC(=O)C(CC1=CC=CC=C1)NC(=O)C2=NC=CN=C2)(O)O. Cell line: 786-0. Synergy scores: CSS=1.94, Synergy_ZIP=-0.933, Synergy_Bliss=-2.79, Synergy_Loewe=-2.67, Synergy_HSA=-2.53. (2) Drug 1: CC1CCC2CC(C(=CC=CC=CC(CC(C(=O)C(C(C(=CC(C(=O)CC(OC(=O)C3CCCCN3C(=O)C(=O)C1(O2)O)C(C)CC4CCC(C(C4)OC)O)C)C)O)OC)C)C)C)OC. Drug 2: C1=CC=C(C(=C1)C(C2=CC=C(C=C2)Cl)C(Cl)Cl)Cl. Cell line: HCT-15. Synergy scores: CSS=-1.23, Synergy_ZIP=3.32, Synergy_Bliss=0.935, Synergy_Loewe=-1.99, Synergy_HSA=-5.20. (3) Drug 1: C1CN1C2=NC(=NC(=N2)N3CC3)N4CC4. Drug 2: C1CCC(C(C1)N)N.C(=O)(C(=O)[O-])[O-].[Pt+4]. Cell line: MDA-MB-231. Synergy scores: CSS=42.2, Synergy_ZIP=-5.06, Synergy_Bliss=-0.987, Synergy_Loewe=3.57, Synergy_HSA=5.32. (4) Drug 1: CN(C)C1=NC(=NC(=N1)N(C)C)N(C)C. Drug 2: C(CN)CNCCSP(=O)(O)O. Cell line: LOX IMVI. Synergy scores: CSS=-0.192, Synergy_ZIP=-1.67, Synergy_Bliss=-3.67, Synergy_Loewe=-2.96, Synergy_HSA=-3.28. (5) Drug 1: CCCS(=O)(=O)NC1=C(C(=C(C=C1)F)C(=O)C2=CNC3=C2C=C(C=N3)C4=CC=C(C=C4)Cl)F. Drug 2: CCN(CC)CCCC(C)NC1=C2C=C(C=CC2=NC3=C1C=CC(=C3)Cl)OC. Cell line: OVCAR-8. Synergy scores: CSS=35.9, Synergy_ZIP=9.43, Synergy_Bliss=10.3, Synergy_Loewe=-27.8, Synergy_HSA=7.83. (6) Synergy scores: CSS=-0.599, Synergy_ZIP=-4.40, Synergy_Bliss=-11.9, Synergy_Loewe=-12.2, Synergy_HSA=-9.80. Drug 2: C1=CN(C=N1)CC(O)(P(=O)(O)O)P(=O)(O)O. Drug 1: CNC(=O)C1=CC=CC=C1SC2=CC3=C(C=C2)C(=NN3)C=CC4=CC=CC=N4. Cell line: HCT116. (7) Drug 2: C1=CN(C(=O)N=C1N)C2C(C(C(O2)CO)O)O.Cl. Cell line: NCI-H522. Synergy scores: CSS=26.6, Synergy_ZIP=0.822, Synergy_Bliss=1.21, Synergy_Loewe=-3.56, Synergy_HSA=2.51. Drug 1: CC1=CC=C(C=C1)C2=CC(=NN2C3=CC=C(C=C3)S(=O)(=O)N)C(F)(F)F.